This data is from Forward reaction prediction with 1.9M reactions from USPTO patents (1976-2016). The task is: Predict the product of the given reaction. (1) Given the reactants [CH3:1][O:2][CH:3]([O:15][CH3:16])[C:4]1[C:5]([F:14])=[C:6]([CH2:12][OH:13])[CH:7]=[C:8]([O:10][CH3:11])[CH:9]=1.[H-].[Na+].Br[CH2:20][CH2:21][O:22][CH:23]1[CH2:28][CH2:27][CH2:26][CH2:25][O:24]1.O, predict the reaction product. The product is: [CH3:16][O:15][CH:3]([O:2][CH3:1])[C:4]1[C:5]([F:14])=[C:6]([CH:7]=[C:8]([O:10][CH3:11])[CH:9]=1)[CH2:12][O:13][CH2:20][CH2:21][O:22][CH:23]1[CH2:28][CH2:27][CH2:26][CH2:25][O:24]1. (2) Given the reactants Br[C:2]1[CH:3]=[C:4]([NH:10][S:11]([C:14]2[CH:19]=[CH:18][CH:17]=[CH:16][CH:15]=2)(=[O:13])=[O:12])[C:5]([O:8][CH3:9])=[N:6][CH:7]=1.B1(B2OC(C)(C)C(C)(C)O2)OC(C)(C)C(C)(C)O1.C([O-])(=O)C.[K+].FC(F)(F)S(O[C:49]1[CH:58]=[CH:57][C:56]2[C:51](=[C:52]([C:59]3[CH:64]=[CH:63][N:62]=[CH:61][CH:60]=3)[CH:53]=[CH:54][N:55]=2)[N:50]=1)(=O)=O.C(=O)(O)[O-].[Na+], predict the reaction product. The product is: [CH3:9][O:8][C:5]1[C:4]([NH:10][S:11]([C:14]2[CH:19]=[CH:18][CH:17]=[CH:16][CH:15]=2)(=[O:13])=[O:12])=[CH:3][C:2]([C:49]2[CH:58]=[CH:57][C:56]3[C:51](=[C:52]([C:59]4[CH:64]=[CH:63][N:62]=[CH:61][CH:60]=4)[CH:53]=[CH:54][N:55]=3)[N:50]=2)=[CH:7][N:6]=1. (3) Given the reactants C(N(CC)CC)C.[S:8]1[CH:12]=[CH:11][CH:10]=[C:9]1[C:13](Cl)=[O:14].[CH2:16]([O:23][C:24]1[C:25]([CH3:33])=[C:26]([CH3:32])[C:27]([NH2:31])=[N:28][C:29]=1[CH3:30])[C:17]1[CH:22]=[CH:21][CH:20]=[CH:19][CH:18]=1, predict the reaction product. The product is: [CH2:16]([O:23][C:24]1[C:25]([CH3:33])=[C:26]([CH3:32])[C:27]([NH:31][C:13]([C:9]2[S:8][CH:12]=[CH:11][CH:10]=2)=[O:14])=[N:28][C:29]=1[CH3:30])[C:17]1[CH:18]=[CH:19][CH:20]=[CH:21][CH:22]=1. (4) The product is: [Cl:1][C:2]1[CH:7]=[CH:6][C:5]([C:8]2[CH:13]=[C:12]([CH:14]3[CH2:16][CH2:15]3)[N:11]3[N:17]=[CH:18][C:19]([C:20]#[C:21][C:26]4[CH:27]=[CH:28][C:23]([NH2:22])=[N:24][CH:25]=4)=[C:10]3[N:9]=2)=[CH:4][CH:3]=1. Given the reactants [Cl:1][C:2]1[CH:7]=[CH:6][C:5]([C:8]2[CH:13]=[C:12]([CH:14]3[CH2:16][CH2:15]3)[N:11]3[N:17]=[CH:18][C:19]([C:20]#[CH:21])=[C:10]3[N:9]=2)=[CH:4][CH:3]=1.[NH2:22][C:23]1[CH:28]=[CH:27][C:26](Br)=[CH:25][N:24]=1, predict the reaction product. (5) Given the reactants Cl.[O:2]1CCO[CH:3]1[C:7]1[CH:8]=[C:9]([CH:28]=[CH:29][CH:30]=1)[C:10]([CH:12](C(OC)=O)[CH2:13][C:14]1[CH:23]=[CH:22][CH:21]=[CH:20][C:15]=1[C:16]([O:18][CH3:19])=[O:17])=[O:11], predict the reaction product. The product is: [CH:3]([C:7]1[CH:8]=[C:9]([C:10](=[O:11])[CH2:12][CH2:13][C:14]2[CH:23]=[CH:22][CH:21]=[CH:20][C:15]=2[C:16]([O:18][CH3:19])=[O:17])[CH:28]=[CH:29][CH:30]=1)=[O:2].